This data is from Full USPTO retrosynthesis dataset with 1.9M reactions from patents (1976-2016). The task is: Predict the reactants needed to synthesize the given product. (1) Given the product [F:1][C:2]1[CH:29]=[CH:28][CH:27]=[CH:26][C:3]=1[CH2:4][N:5]1[C:9]2=[N:10][CH:11]=[CH:12][CH:13]=[C:8]2[C:7]([C:14]2[N:22]=[C:21]3[C:17]([N:18]([CH3:24])[C:19](=[O:23])[NH:20]3)=[C:16]([C:31]#[N:32])[N:15]=2)=[N:6]1, predict the reactants needed to synthesize it. The reactants are: [F:1][C:2]1[CH:29]=[CH:28][CH:27]=[CH:26][C:3]=1[CH2:4][N:5]1[C:9]2=[N:10][CH:11]=[CH:12][CH:13]=[C:8]2[C:7]([C:14]2[N:22]=[C:21]3[C:17]([N:18]([CH3:24])[C:19](=[O:23])[NH:20]3)=[C:16](I)[N:15]=2)=[N:6]1.[Cu][C:31]#[N:32]. (2) Given the product [N+:14]([C:10]1[CH:9]=[CH:8][C:7]([N:17]2[CH:21]=[CH:20][CH:19]=[N:18]2)=[CH:13][C:11]=1[NH2:12])([O-:16])=[O:15], predict the reactants needed to synthesize it. The reactants are: CN(C)C=O.Cl[C:7]1[CH:8]=[CH:9][C:10]([N+:14]([O-:16])=[O:15])=[C:11]([CH:13]=1)[NH2:12].[NH:17]1[CH:21]=[CH:20][CH:19]=[N:18]1.[OH-].[K+]. (3) Given the product [ClH:49].[C:30]12([CH2:40][NH:41][C:42](=[O:51])[C:43]3[C:48]([Cl:49])=[CH:47][N:46]=[C:45]([CH2:3][CH2:2][CH2:1][NH:4][CH3:5])[CH:44]=3)[CH2:39][CH:34]3[CH2:35][CH:36]([CH2:38][CH:32]([CH2:33]3)[CH2:31]1)[CH2:37]2, predict the reactants needed to synthesize it. The reactants are: [CH2:1]([N:4](C)[C:5](=O)OC(C)(C)C)[CH:2]=[CH2:3].CCCCCCCCC.P([O-])([O-])([O-])=O.[K+].[K+].[K+].[C:30]12([CH2:40][NH:41][C:42](=[O:51])[C:43]3[C:48]([Cl:49])=[CH:47][N:46]=[C:45](Br)[CH:44]=3)[CH2:39][CH:34]3[CH2:35][CH:36]([CH2:38][CH:32]([CH2:33]3)[CH2:31]1)[CH2:37]2. (4) Given the product [Cl:37][C:34]1[CH:33]=[CH:32][C:31]([CH:8]([C:5]2[CH:4]=[CH:3][C:2]([Cl:1])=[CH:7][CH:6]=2)[C:10]2[CH:11]=[C:12]3[C:17](=[CH:18][CH:19]=2)[N:16]=[CH:15][N:14]=[C:13]3[NH:20][C:21]2[CH:26]=[CH:25][C:24]([C:27]([F:30])([F:28])[F:29])=[CH:23][CH:22]=2)=[CH:36][CH:35]=1, predict the reactants needed to synthesize it. The reactants are: [Cl:1][C:2]1[CH:7]=[CH:6][C:5]([C:8]([C:31]2[CH:36]=[CH:35][C:34]([Cl:37])=[CH:33][CH:32]=2)([C:10]2[CH:11]=[C:12]3[C:17](=[CH:18][CH:19]=2)[N:16]=[CH:15][N:14]=[C:13]3[NH:20][C:21]2[CH:26]=[CH:25][C:24]([C:27]([F:30])([F:29])[F:28])=[CH:23][CH:22]=2)O)=[CH:4][CH:3]=1.[SiH](CC)(CC)CC.FC(F)(F)C(O)=O. (5) Given the product [O:6]1[CH:10]=[CH:9][C:8]([CH:11]([OH:12])[CH2:2][NH:18][CH3:16])=[CH:7]1, predict the reactants needed to synthesize it. The reactants are: [I-].[CH3:2][S+](C)C.[O:6]1[CH:10]=[CH:9][C:8]([CH:11]=[O:12])=[CH:7]1.[OH-].[K+].O.[C:16](#[N:18])C. (6) Given the product [Cl:26][C:23]1[CH:22]=[CH:21][C:20]([CH:8]([C:5]2[CH:6]=[CH:7][C:2]([Cl:1])=[CH:3][CH:4]=2)[C:9]2[CH:10]=[C:11]3[C:16](=[CH:17][CH:18]=2)[N:15]=[CH:14][N:13]=[C:12]3[NH:31][C:30]2[CH:32]=[CH:33][C:34]([C:35]([F:36])([F:37])[F:38])=[C:28]([Cl:27])[CH:29]=2)=[CH:25][CH:24]=1, predict the reactants needed to synthesize it. The reactants are: [Cl:1][C:2]1[CH:7]=[CH:6][C:5]([CH:8]([C:20]2[CH:25]=[CH:24][C:23]([Cl:26])=[CH:22][CH:21]=2)[C:9]2[CH:10]=[C:11]3[C:16](=[CH:17][CH:18]=2)[N:15]=[CH:14][N:13]=[C:12]3Cl)=[CH:4][CH:3]=1.[Cl:27][C:28]1[CH:29]=[C:30]([CH:32]=[CH:33][C:34]=1[C:35]([F:38])([F:37])[F:36])[NH2:31].CC(O)C. (7) Given the product [F:27][C:2]([F:1])([F:26])[C:3]1[CH:8]=[C:7]([C:9]2[S:13][C:12]3[CH:14]=[C:15]([CH2:18][NH:28][CH2:29][CH2:30][C:31]([OH:33])=[O:32])[CH:16]=[CH:17][C:11]=3[CH:10]=2)[CH:6]=[CH:5][C:4]=1[C:20]1[CH:25]=[CH:24][CH:23]=[CH:22][CH:21]=1, predict the reactants needed to synthesize it. The reactants are: [F:1][C:2]([F:27])([F:26])[C:3]1[CH:8]=[C:7]([C:9]2[S:13][C:12]3[CH:14]=[C:15]([CH:18]=O)[CH:16]=[CH:17][C:11]=3[CH:10]=2)[CH:6]=[CH:5][C:4]=1[C:20]1[CH:25]=[CH:24][CH:23]=[CH:22][CH:21]=1.[NH2:28][CH2:29][CH2:30][C:31]([OH:33])=[O:32].CCN(CC)CC.[BH4-].[Na+]. (8) Given the product [Cl:1][C:2]1[CH:3]=[C:4]2[C:9](=[CH:10][CH:11]=1)[N:8]=[CH:7][C:6]([NH2:12])=[C:5]2[C:15]([F:17])([F:16])[F:18], predict the reactants needed to synthesize it. The reactants are: [Cl:1][C:2]1[CH:3]=[C:4]2[C:9](=[CH:10][CH:11]=1)[N:8]=[CH:7][C:6]([N+:12]([O-])=O)=[C:5]2[C:15]([F:18])([F:17])[F:16].C([O-])([O-])=O.[K+].[K+].